Dataset: Catalyst prediction with 721,799 reactions and 888 catalyst types from USPTO. Task: Predict which catalyst facilitates the given reaction. (1) Reactant: [CH:1]1([N:5]2[CH2:11][CH2:10][C:9]3[CH:12]=[C:13]([O:16][CH:17]4[CH2:22][CH2:21][NH:20][CH2:19][CH2:18]4)[CH:14]=[CH:15][C:8]=3[CH2:7][CH2:6]2)[CH2:4][CH2:3][CH2:2]1.[C:23](Cl)(Cl)=[O:24].[CH2:27]([NH:29][CH2:30][CH3:31])[CH3:28].CCN(CC1C=CC=CC=1)CC.C=CC1C=CC=CC=1.C=CC1C=CC(C=C)=CC=1. Product: [CH2:27]([N:29]([CH2:30][CH3:31])[C:23]([N:20]1[CH2:21][CH2:22][CH:17]([O:16][C:13]2[CH:14]=[CH:15][C:8]3[CH2:7][CH2:6][N:5]([CH:1]4[CH2:2][CH2:3][CH2:4]4)[CH2:11][CH2:10][C:9]=3[CH:12]=2)[CH2:18][CH2:19]1)=[O:24])[CH3:28]. The catalyst class is: 451. (2) The catalyst class is: 6. Product: [Cl:13][C:14]1[CH:31]=[C:30]([F:32])[C:29]([N:33]2[C:38](=[O:39])[CH:37]=[C:36]([C:40]([F:43])([F:42])[F:41])[N:35]([CH3:44])[C:34]2=[O:45])=[CH:28][C:15]=1[O:16][C:17]1[C:18]([O:23][CH2:24][C:25]([O:27][N:49]=[C:47]([CH3:48])[CH3:46])=[O:26])=[N:19][CH:20]=[CH:21][CH:22]=1. Reactant: Cl.CN(C)CCCN=C=NCC.[Cl:13][C:14]1[CH:31]=[C:30]([F:32])[C:29]([N:33]2[C:38](=[O:39])[CH:37]=[C:36]([C:40]([F:43])([F:42])[F:41])[N:35]([CH3:44])[C:34]2=[O:45])=[CH:28][C:15]=1[O:16][C:17]1[C:18]([O:23][CH2:24][C:25]([OH:27])=[O:26])=[N:19][CH:20]=[CH:21][CH:22]=1.[CH3:46][C:47](=[N:49]O)[CH3:48].CN(C)C=O. (3) Reactant: [CH3:1][O:2][C:3]1[CH:11]=[CH:10][C:6]([C:7](O)=[O:8])=[CH:5][C:4]=1[O:12][CH2:13][CH2:14][CH2:15][O:16][CH3:17].C(Cl)(=O)C([Cl:21])=O. Product: [CH3:1][O:2][C:3]1[CH:11]=[CH:10][C:6]([C:7]([Cl:21])=[O:8])=[CH:5][C:4]=1[O:12][CH2:13][CH2:14][CH2:15][O:16][CH3:17]. The catalyst class is: 2. (4) Reactant: [OH:1][B:2]1[C:6]2[C:7]([CH2:11][CH2:12][C:13]([OH:15])=O)=[CH:8][CH:9]=[CH:10][C:5]=2[CH2:4][O:3]1.C1N=CN(C(N2C=NC=C2)=O)C=1.[CH:28]1([S:31]([NH2:34])(=[O:33])=[O:32])[CH2:30][CH2:29]1.C1CCN2C(=NCCC2)CC1. Product: [CH:28]1([S:31]([NH:34][C:13](=[O:15])[CH2:12][CH2:11][C:7]2[C:6]3[B:2]([OH:1])[O:3][CH2:4][C:5]=3[CH:10]=[CH:9][CH:8]=2)(=[O:33])=[O:32])[CH2:30][CH2:29]1. The catalyst class is: 1. (5) Reactant: Br[C:2]1[C:3]([C:37]([F:40])([F:39])[F:38])=[N:4][N:5]([CH2:7][C:8]([NH:10][C@H:11]([C:21]2[C:26]([C:27]3[CH:28]=[CH:29][C:30]([F:36])=[C:31]([CH:35]=3)[C:32]([NH2:34])=[O:33])=[CH:25][CH:24]=[CH:23][N:22]=2)[CH2:12][C:13]2[CH:18]=[C:17]([F:19])[CH:16]=[C:15]([F:20])[CH:14]=2)=[O:9])[CH:6]=1.[C:41]([Cu])#[N:42]. Product: [C:41]([C:2]1[C:3]([C:37]([F:39])([F:38])[F:40])=[N:4][N:5]([CH2:7][C:8]([NH:10][C@H:11]([C:21]2[C:26]([C:27]3[CH:28]=[CH:29][C:30]([F:36])=[C:31]([CH:35]=3)[C:32]([NH2:34])=[O:33])=[CH:25][CH:24]=[CH:23][N:22]=2)[CH2:12][C:13]2[CH:18]=[C:17]([F:19])[CH:16]=[C:15]([F:20])[CH:14]=2)=[O:9])[CH:6]=1)#[N:42]. The catalyst class is: 3. (6) Reactant: [I:1][C:2]1[CH:7]=[CH:6][C:5]([N:8]([CH2:10][CH2:11][O:12][CH3:13])[CH3:9])=[C:4]([N+:14]([O-])=O)[CH:3]=1. Product: [I:1][C:2]1[CH:3]=[C:4]([NH2:14])[C:5]([N:8]([CH2:10][CH2:11][O:12][CH3:13])[CH3:9])=[CH:6][CH:7]=1. The catalyst class is: 770. (7) Reactant: [Br:1][CH2:2][CH2:3][CH2:4]Br.[C:6]1(=[O:16])[NH:10][C:9](=[O:11])[C:8]2=[CH:12][CH:13]=[CH:14][CH:15]=[C:7]12.[K]. Product: [Br:1][CH2:2][CH2:3][CH2:4][N:10]1[C:6](=[O:16])[C:7]2[C:8](=[CH:12][CH:13]=[CH:14][CH:15]=2)[C:9]1=[O:11]. The catalyst class is: 3. (8) Reactant: [Br:1][C:2]1[CH:11]=[C:10]2[C:5]([CH:6]=[C:7]([CH2:12][CH:13]=O)[CH:8]=[N:9]2)=[N:4][CH:3]=1.C(O)(=O)C.[NH:19]1[CH2:23][CH2:22][CH2:21][CH2:20]1. Product: [Br:1][C:2]1[CH:3]=[N:4][C:5]2[C:10]([CH:11]=1)=[N:9][CH:8]=[C:7]([CH2:12][CH2:13][N:19]1[CH2:23][CH2:22][CH2:21][CH2:20]1)[CH:6]=2. The catalyst class is: 76. (9) Reactant: [OH-].[Li+].[Cl:3][C@H:4]1[C@H:8]([CH2:9][CH2:10][CH2:11][C:12]2[S:16][C:15]([C:17]([O:19]C)=[O:18])=[CH:14][CH:13]=2)[C@@H:7](/[CH:21]=[CH:22]/[C@@H:23]([OH:30])[CH2:24][CH:25]([OH:29])[CH2:26][CH2:27][CH3:28])[C@H:6]([OH:31])[CH2:5]1.Cl. Product: [Cl:3][C@H:4]1[C@H:8]([CH2:9][CH2:10][CH2:11][C:12]2[S:16][C:15]([C:17]([OH:19])=[O:18])=[CH:14][CH:13]=2)[C@@H:7](/[CH:21]=[CH:22]/[C@@H:23]([OH:30])[CH2:24][CH:25]([OH:29])[CH2:26][CH2:27][CH3:28])[C@H:6]([OH:31])[CH2:5]1. The catalyst class is: 90. (10) Reactant: [O:1]1[C:5]2[CH:6]=[CH:7][C:8]([N:10]([CH3:32])[NH:11][C:12]([C@H:14]([CH2:27][CH2:28][CH2:29][CH2:30][CH3:31])[CH2:15][N:16]([O:19]CC3C=CC=CC=3)[CH:17]=[O:18])=[O:13])=[CH:9][C:4]=2[O:3][CH2:2]1. Product: [O:1]1[C:5]2[CH:6]=[CH:7][C:8]([N:10]([CH3:32])[NH:11][C:12]([C@H:14]([CH2:27][CH2:28][CH2:29][CH2:30][CH3:31])[CH2:15][N:16]([OH:19])[CH:17]=[O:18])=[O:13])=[CH:9][C:4]=2[O:3][CH2:2]1. The catalyst class is: 50.